Dataset: Full USPTO retrosynthesis dataset with 1.9M reactions from patents (1976-2016). Task: Predict the reactants needed to synthesize the given product. (1) Given the product [CH3:7][C:8]1[CH:25]=[CH:24][C:11]2[N:12]([NH2:22])[CH:13]([C:16]3[CH:21]=[CH:20][CH:19]=[CH:18][CH:17]=3)[CH2:14][O:15][C:10]=2[CH:9]=1, predict the reactants needed to synthesize it. The reactants are: [H-].[Al+3].[Li+].[H-].[H-].[H-].[CH3:7][C:8]1[CH:25]=[CH:24][C:11]2[N:12]([N:22]=O)[CH:13]([C:16]3[CH:21]=[CH:20][CH:19]=[CH:18][CH:17]=3)[CH2:14][O:15][C:10]=2[CH:9]=1. (2) Given the product [NH2:13][C:12]1[C:5]([NH:4][CH2:3][CH2:2][OH:1])=[C:6]([CH:9]=[CH:10][CH:11]=1)[C:7]#[N:8], predict the reactants needed to synthesize it. The reactants are: [OH:1][CH2:2][CH2:3][NH:4][C:5]1[C:12]([N+:13]([O-])=O)=[CH:11][CH:10]=[CH:9][C:6]=1[C:7]#[N:8].[H][H]. (3) Given the product [CH3:14][O:15][C:16]1[CH:23]=[CH:22][C:19]([CH2:20][NH:21][S:2]([C:5]2[CH:13]=[CH:12][C:8]([C:9]([OH:11])=[O:10])=[CH:7][CH:6]=2)(=[O:4])=[O:3])=[CH:18][CH:17]=1, predict the reactants needed to synthesize it. The reactants are: Cl[S:2]([C:5]1[CH:13]=[CH:12][C:8]([C:9]([OH:11])=[O:10])=[CH:7][CH:6]=1)(=[O:4])=[O:3].[CH3:14][O:15][C:16]1[CH:23]=[CH:22][C:19]([CH2:20][NH2:21])=[CH:18][CH:17]=1.C(N(CC)CC)C. (4) Given the product [C@@H:1]12[CH2:7][C@@H:4]([CH2:5][CH2:6]1)[CH2:3][C@@H:2]2[NH:8][C:9]1[S:10][C:11]2([CH2:26][CH2:27][O:28][C:15]2([CH3:16])[CH3:19])[C:12](=[O:14])[N:13]=1, predict the reactants needed to synthesize it. The reactants are: [C@@H:1]12[CH2:7][C@@H:4]([CH2:5][CH2:6]1)[CH2:3][C@@H:2]2[NH:8][C:9]1[S:10][CH:11]([CH2:15][CH2:16]Br)[C:12](=[O:14])[N:13]=1.[Li+].[CH3:19]C([N-]C(C)C)C.[CH3:26][C:27](C)=[O:28]. (5) Given the product [F:32][C:29]1[CH:28]=[CH:27][C:26]([C:16]2[C:17]3[C:22](=[CH:21][CH:20]=[C:19]([C:23]([NH:7][C:6]4[CH:8]=[CH:9][CH:10]=[C:4]([N+:1]([O-:3])=[O:2])[CH:5]=4)=[O:24])[CH:18]=3)[NH:14][N:15]=2)=[CH:31][CH:30]=1, predict the reactants needed to synthesize it. The reactants are: [N+:1]([C:4]1[CH:5]=[C:6]([CH:8]=[CH:9][CH:10]=1)[NH2:7])([O-:3])=[O:2].C([N:14]1[C:22]2[C:17](=[CH:18][C:19]([C:23](Cl)=[O:24])=[CH:20][CH:21]=2)[C:16]([C:26]2[CH:31]=[CH:30][C:29]([F:32])=[CH:28][CH:27]=2)=[N:15]1)(=O)C.O. (6) Given the product [CH3:15][C:12]1([CH3:16])[O:11][C:10]2[CH:17]=[CH:18][C:7]([C:22](=[O:24])[CH3:23])=[CH:8][C:9]=2[CH2:14][O:13]1, predict the reactants needed to synthesize it. The reactants are: C([Li])CCC.Br[C:7]1[CH:18]=[CH:17][C:10]2[O:11][C:12]([CH3:16])([CH3:15])[O:13][CH2:14][C:9]=2[CH:8]=1.CON(C)[C:22](=[O:24])[CH3:23]. (7) The reactants are: [O:1]1[C:5]2[CH:6]=[CH:7][CH:8]=[CH:9][C:4]=2[C:3]([NH:10][C:11]([N:13]2[CH2:18][CH2:17][N:16]([C:19]3[S:23][N:22]=[C:21]([N:24]4[CH2:29][CH2:28][CH:27]([C:30]([NH:32][CH2:33][CH2:34][NH:35]C(=O)OC(C)(C)C)=[O:31])[CH2:26][CH2:25]4)[N:20]=3)[CH2:15][CH2:14]2)=[O:12])=[N:2]1.[ClH:43]. Given the product [ClH:43].[ClH:43].[NH2:35][CH2:34][CH2:33][NH:32][C:30]([CH:27]1[CH2:26][CH2:25][N:24]([C:21]2[N:20]=[C:19]([N:16]3[CH2:17][CH2:18][N:13]([C:11]([NH:10][C:3]4[C:4]5[CH:9]=[CH:8][CH:7]=[CH:6][C:5]=5[O:1][N:2]=4)=[O:12])[CH2:14][CH2:15]3)[S:23][N:22]=2)[CH2:29][CH2:28]1)=[O:31], predict the reactants needed to synthesize it.